The task is: Predict the reactants needed to synthesize the given product.. This data is from Full USPTO retrosynthesis dataset with 1.9M reactions from patents (1976-2016). (1) Given the product [CH2:1]([O:8][C:9]1[CH:18]=[C:17]2[C:12]([CH:13]=[CH:14][C:15](=[O:19])[NH:16]2)=[C:11]([CH:20]2[CH2:21][O:23]2)[CH:10]=1)[C:2]1[CH:7]=[CH:6][CH:5]=[CH:4][CH:3]=1, predict the reactants needed to synthesize it. The reactants are: [CH2:1]([O:8][C:9]1[CH:18]=[C:17]2[C:12]([CH:13]=[CH:14][C:15](=[O:19])[NH:16]2)=[C:11]([C:20](=[O:23])[CH2:21]Cl)[CH:10]=1)[C:2]1[CH:7]=[CH:6][CH:5]=[CH:4][CH:3]=1.[BH4-].[Li+].[OH-].[Na+].[Cl-].[Na+]. (2) Given the product [OH:1][C:2]1[CH:9]=[CH:8][C:5]([CH2:6][NH:7][C:17](=[O:18])[C:16]2[CH:15]=[CH:14][C:13]([N+:10]([O-:12])=[O:11])=[CH:21][CH:20]=2)=[CH:4][CH:3]=1, predict the reactants needed to synthesize it. The reactants are: [OH:1][C:2]1[CH:9]=[CH:8][C:5]([CH2:6][NH2:7])=[CH:4][CH:3]=1.[N+:10]([C:13]1[CH:21]=[CH:20][C:16]([C:17](Cl)=[O:18])=[CH:15][CH:14]=1)([O-:12])=[O:11].C(O)(=O)C.CO. (3) Given the product [C:14]([C:16]1[CH:21]=[CH:20][C:19]([N:22]=[C:23]2[N:8]([CH2:7][C:6]3[CH:12]=[CH:13][C:3]([Cl:2])=[CH:4][CH:5]=3)[CH2:9][CH2:10][S:24]2)=[C:18]([CH2:25][CH3:26])[CH:17]=1)#[N:15], predict the reactants needed to synthesize it. The reactants are: [Cl-].[Cl:2][C:3]1[CH:13]=[CH:12][C:6]([CH2:7][NH2+:8][CH2:9][CH2:10]Cl)=[CH:5][CH:4]=1.[C:14]([C:16]1[CH:21]=[CH:20][C:19]([N:22]=[C:23]=[S:24])=[C:18]([CH2:25][CH3:26])[CH:17]=1)#[N:15]. (4) The reactants are: [NH2:1][C:2]1[C:7]([OH:8])=[CH:6][CH:5]=[CH:4][N:3]=1.COC(OC)OC.O.[C:17]1([CH3:27])C=CC(S(O)(=O)=O)=CC=1.C(Cl)(Cl)[Cl:29]. Given the product [Cl:29][CH2:17][C:27]1[O:8][C:7]2[C:2]([N:1]=1)=[N:3][CH:4]=[CH:5][CH:6]=2, predict the reactants needed to synthesize it. (5) The reactants are: [Cl:1][C:2]1[CH:10]=[CH:9][C:8]2[NH:7][C:6]3[CH2:11][CH2:12][N:13]([CH3:16])[CH2:14][CH2:15][C:5]=3[C:4]=2[CH:3]=1.N1CCC[C@H]1C(O)=O.[O-]P([O-])([O-])=O.[K+].[K+].[K+].Br[CH:34]=[C:35]([C:37]1[CH:42]=[CH:41][C:40]([O:43][CH3:44])=[C:39]([F:45])[CH:38]=1)[CH3:36]. Given the product [Cl:1][C:2]1[CH:10]=[CH:9][C:8]2[N:7](/[CH:34]=[C:35](/[C:37]3[CH:42]=[CH:41][C:40]([O:43][CH3:44])=[C:39]([F:45])[CH:38]=3)\[CH3:36])[C:6]3[CH2:11][CH2:12][N:13]([CH3:16])[CH2:14][CH2:15][C:5]=3[C:4]=2[CH:3]=1, predict the reactants needed to synthesize it. (6) Given the product [F:1][C:2]1[CH:3]=[C:4]2[C:8](=[CH:9][CH:10]=1)[NH:7][CH:6]=[C:5]2[CH2:11][CH:12]1[CH2:17][CH2:16][N:15]([CH2:19][CH2:20][O:21][C:22]2[CH:30]=[CH:29][CH:28]=[C:27]3[C:23]=2[CH:24]=[CH:25][NH:26]3)[CH2:14][CH2:13]1, predict the reactants needed to synthesize it. The reactants are: [F:1][C:2]1[CH:3]=[C:4]2[C:8](=[CH:9][CH:10]=1)[NH:7][CH:6]=[C:5]2[CH2:11][CH:12]1[CH2:17][CH2:16][NH:15][CH2:14][CH2:13]1.Cl[CH2:19][CH2:20][O:21][C:22]1[CH:30]=[CH:29][CH:28]=[C:27]2[C:23]=1[CH:24]=[CH:25][NH:26]2.C(=O)([O-])[O-].[K+].[K+].[I-].[K+].Cl. (7) Given the product [CH3:19][C:9]1[CH:14]=[CH:13][C:12]([S:15]([O:1][CH2:2][C@@H:3]2[CH2:4][CH2:5][C:6](=[O:8])[O:7]2)(=[O:17])=[O:16])=[CH:11][CH:10]=1, predict the reactants needed to synthesize it. The reactants are: [OH:1][CH2:2][C@H:3]1[O:7][C:6](=[O:8])[CH2:5][CH2:4]1.[C:9]1([CH3:19])[CH:14]=[CH:13][C:12]([S:15](Cl)(=[O:17])=[O:16])=[CH:11][CH:10]=1.